Dataset: Reaction yield outcomes from USPTO patents with 853,638 reactions. Task: Predict the reaction yield, written as a fraction of the theoretical maximum amount of product (1.0 means a 100% yield; for example, 0.34 means a 34% yield). (1) The reactants are [CH2:1]([O:3][CH2:4][C:5]([C:7]1[S:11][C:10]([N:12](C)[C:13](=O)OC(C)(C)C)=[N:9][C:8]=1[C:21]1[O:22][CH:23]=[CH:24][CH:25]=1)=[O:6])[CH3:2]. The catalyst is FC(F)(F)C(O)=O. The product is [O:22]1[CH:23]=[CH:24][CH:25]=[C:21]1[C:8]1[N:9]=[C:10]([NH:12][CH3:13])[S:11][C:7]=1[C:5]([CH2:4][O:3][CH2:1][CH3:2])=[O:6]. The yield is 0.860. (2) The reactants are Br[C:2]1[CH:3]=[N:4][CH:5]=[C:6]([CH:16]=1)[C:7]([CH:9]1[CH2:13][CH2:12][N:11]([CH3:14])[C:10]1=[O:15])=[O:8].[C:17]([C:20]1[S:24][C:23](B(O)O)=[CH:22][CH:21]=1)(=[O:19])[CH3:18].C(Cl)Cl.C([O-])([O-])=O.[Na+].[Na+]. The catalyst is C1(C)C=CC=CC=1.O1CCOCC1.C1(P(C2C=CC=CC=2)[C-]2C=CC=C2)C=CC=CC=1.[C-]1(P(C2C=CC=CC=2)C2C=CC=CC=2)C=CC=C1.[Fe+2]. The product is [C:17]([C:20]1[S:24][C:23]([C:2]2[CH:3]=[N:4][CH:5]=[C:6]([CH:16]=2)[C:7]([CH:9]2[CH2:13][CH2:12][N:11]([CH3:14])[C:10]2=[O:15])=[O:8])=[CH:22][CH:21]=1)(=[O:19])[CH3:18]. The yield is 0.500. (3) The reactants are [NH2:1][C:2]1[NH:6][N:5]=[CH:4][C:3]=1[C:7]([C:9]1[S:10][CH:11]=[CH:12][CH:13]=1)=[O:8].[Cl:14][C:15]1[CH:20]=[CH:19][C:18]([C:21](=O)[CH:22]=[CH:23]N(C)C)=[CH:17][C:16]=1[N:28]([CH3:33])[S:29]([CH3:32])(=[O:31])=[O:30].C(OCC)(=O)C. The catalyst is C(O)(=O)C. The product is [Cl:14][C:15]1[CH:20]=[CH:19][C:18]([C:21]2[N:6]3[N:5]=[CH:4][C:3]([C:7]([C:9]4[S:10][CH:11]=[CH:12][CH:13]=4)=[O:8])=[C:2]3[N:1]=[CH:23][CH:22]=2)=[CH:17][C:16]=1[N:28]([CH3:33])[S:29]([CH3:32])(=[O:31])=[O:30]. The yield is 0.730. (4) The catalyst is C(Cl)Cl.C1COCC1. The product is [NH2:14][C:9]1[CH:10]=[CH:11][C:12]([CH3:13])=[C:7]([NH:6][C:4](=[O:5])[CH2:3][N:2]([CH3:1])[CH3:22])[CH:8]=1. The yield is 0.651. The reactants are [CH3:1][N:2]([CH3:22])[CH2:3][C:4]([NH:6][C:7]1[CH:8]=[C:9]([NH:14]C(=O)OC(C)(C)C)[CH:10]=[CH:11][C:12]=1[CH3:13])=[O:5].NC1C=C(NC(=O)OC(C)(C)C)C=CC=1C.C(N(CC)CC)C.CN(C)CC(Cl)=O.[Cl-].[Na+].